From a dataset of Full USPTO retrosynthesis dataset with 1.9M reactions from patents (1976-2016). Predict the reactants needed to synthesize the given product. (1) Given the product [NH2:20][N:6]1[C:7](=[O:16])[C:8]2[C:13](=[CH:12][C:11]([F:14])=[C:10]([F:15])[CH:9]=2)[N:4]([CH:1]2[CH2:3][CH2:2]2)[C:5]1=[O:17], predict the reactants needed to synthesize it. The reactants are: [CH:1]1([N:4]2[C:13]3[C:8](=[CH:9][C:10]([F:15])=[C:11]([F:14])[CH:12]=3)[C:7](=[O:16])[NH:6][C:5]2=[O:17])[CH2:3][CH2:2]1.[H-].[Na+].[N+:20](C1C=C([N+]([O-])=O)C=CC=1ON)([O-])=O. (2) Given the product [S:3]1[C:4]2[CH:10]=[CH:9][CH:8]=[CH:7][C:5]=2[N:6]=[C:2]1[NH:16][C:15]1[CH:17]=[CH:18][C:19]([O:20][CH3:21])=[C:13]([O:12][CH3:11])[CH:14]=1, predict the reactants needed to synthesize it. The reactants are: Cl[C:2]1[S:3][C:4]2[CH:10]=[CH:9][CH:8]=[CH:7][C:5]=2[N:6]=1.[CH3:11][O:12][C:13]1[CH:14]=[C:15]([CH:17]=[CH:18][C:19]=1[O:20][CH3:21])[NH2:16]. (3) The reactants are: [CH3:1][O:2][C:3]1[CH:4]=[C:5]([C:11]2[C:22](=[NH:23])[N:21]([CH2:24][CH3:25])[C:14]3[N:15]=[C:16]([S:19][CH3:20])[N:17]=[CH:18][C:13]=3[CH:12]=2)[CH:6]=[C:7]([O:9][CH3:10])[CH:8]=1.[C:26](OC(=O)C)(=[O:28])[CH3:27]. Given the product [CH3:10][O:9][C:7]1[CH:6]=[C:5]([C:11]2[C:22](=[N:23][C:26](=[O:28])[CH3:27])[N:21]([CH2:24][CH3:25])[C:14]3[N:15]=[C:16]([S:19][CH3:20])[N:17]=[CH:18][C:13]=3[CH:12]=2)[CH:4]=[C:3]([O:2][CH3:1])[CH:8]=1, predict the reactants needed to synthesize it. (4) Given the product [F:1][C:2]1[CH:21]=[CH:20][C:5]([C:6]([CH:8]2[CH2:13][CH2:12][N:11]([CH2:14][C:15]([OH:17])=[O:16])[CH2:10][CH2:9]2)=[O:7])=[CH:4][CH:3]=1, predict the reactants needed to synthesize it. The reactants are: [F:1][C:2]1[CH:21]=[CH:20][C:5]([C:6]([CH:8]2[CH2:13][CH2:12][N:11]([CH2:14][C:15]([O:17]CC)=[O:16])[CH2:10][CH2:9]2)=[O:7])=[CH:4][CH:3]=1.[OH-].[Na+].Cl. (5) Given the product [ClH:1].[CH3:11][C:12]1[O:16][N:15]=[C:14]([NH:17][C:2]2[C:3]3[S:10][CH:9]=[CH:8][C:4]=3[N:5]=[CH:6][N:7]=2)[CH:13]=1, predict the reactants needed to synthesize it. The reactants are: [Cl:1][C:2]1[C:3]2[S:10][CH:9]=[CH:8][C:4]=2[N:5]=[CH:6][N:7]=1.[CH3:11][C:12]1[O:16][N:15]=[C:14]([NH2:17])[CH:13]=1. (6) Given the product [F:11][C:4]1[CH:5]=[C:6]2[C:10](=[C:2]([NH2:12])[CH:3]=1)[NH:9][CH:8]=[CH:7]2, predict the reactants needed to synthesize it. The reactants are: Br[C:2]1[CH:3]=[C:4]([F:11])[CH:5]=[C:6]2[C:10]=1[NH:9][CH:8]=[CH:7]2.[NH3:12]. (7) Given the product [N+:12]([C:8]1[CH:9]=[CH:10][CH:11]=[C:4]([O:20][CH2:19][C:18]2[CH:21]=[CH:22][CH:23]=[CH:24][C:17]=2[O:16][CH3:15])[C:5]=1[C:6]#[N:7])([O-:14])=[O:13], predict the reactants needed to synthesize it. The reactants are: [N+]([C:4]1[CH:11]=[CH:10][CH:9]=[C:8]([N+:12]([O-:14])=[O:13])[C:5]=1[C:6]#[N:7])([O-])=O.[CH3:15][O:16][C:17]1[CH:24]=[CH:23][CH:22]=[CH:21][C:18]=1[CH2:19][OH:20].